Dataset: Full USPTO retrosynthesis dataset with 1.9M reactions from patents (1976-2016). Task: Predict the reactants needed to synthesize the given product. (1) Given the product [O:16]1[C:20]2[CH:21]=[CH:22][CH:23]=[CH:24][C:19]=2[CH:18]=[C:17]1[C:25]([NH:27][C:28]1[CH:29]=[CH:30][C:31]([C:34]2[CH:39]=[CH:38][C:37]([S:40]([NH:1][C@@H:2]([C:4]([OH:6])=[O:5])[CH3:3])(=[O:42])=[O:41])=[CH:36][CH:35]=2)=[CH:32][CH:33]=1)=[O:26], predict the reactants needed to synthesize it. The reactants are: [NH2:1][C@@H:2]([C:4]([OH:6])=[O:5])[CH3:3].C(N(CC)C(C)C)(C)C.[O:16]1[C:20]2[CH:21]=[CH:22][CH:23]=[CH:24][C:19]=2[CH:18]=[C:17]1[C:25]([NH:27][C:28]1[CH:33]=[CH:32][C:31]([C:34]2[CH:39]=[CH:38][C:37]([S:40](Cl)(=[O:42])=[O:41])=[CH:36][CH:35]=2)=[CH:30][CH:29]=1)=[O:26]. (2) Given the product [CH3:35][C:36]1([CH3:72])[O:37][CH2:38][C:39]([CH2:53][O:54][Si:55]([C:68]([CH3:71])([CH3:70])[CH3:69])([C:62]2[CH:63]=[CH:64][CH:65]=[CH:66][CH:67]=2)[C:56]2[CH:57]=[CH:58][CH:59]=[CH:60][CH:61]=2)([CH2:42][N:5]2[CH:6]=[N:7][C:8]3[C:4]2=[N:3][CH:2]=[N:1][C:9]=3[NH2:10])[CH2:40][O:41]1, predict the reactants needed to synthesize it. The reactants are: [N:1]1[C:9]([NH2:10])=[C:8]2[C:4]([N:5]=[CH:6][NH:7]2)=[N:3][CH:2]=1.C(=O)([O-])[O-].[K+].[K+].C1OCCOCCOCCOCCOCCOC1.[CH3:35][C:36]1([CH3:72])[O:41][CH2:40][C:39]([CH2:53][O:54][Si:55]([C:68]([CH3:71])([CH3:70])[CH3:69])([C:62]2[CH:67]=[CH:66][CH:65]=[CH:64][CH:63]=2)[C:56]2[CH:61]=[CH:60][CH:59]=[CH:58][CH:57]=2)([CH2:42]S(C2C(C)=CC=CC=2)(=O)=O)[CH2:38][O:37]1. (3) Given the product [C:13]([O:17][C:18]([N:20]1[CH2:25][CH2:24][C:23]2[N:26]([CH3:37])[C:27]([C:30]3[CH:35]=[CH:34][N:33]=[C:32]([N:36]4[C:4](=[O:5])[C:3]5[C:2](=[CH:10][CH:9]=[CH:8][CH:7]=5)[C:1]4=[O:11])[N:31]=3)=[C:28]([I:29])[C:22]=2[C:21]1=[O:38])=[O:19])([CH3:16])([CH3:15])[CH3:14], predict the reactants needed to synthesize it. The reactants are: [C:1](Cl)(=[O:11])[C:2]1[C:3](=[CH:7][CH:8]=[CH:9][CH:10]=1)[C:4](Cl)=[O:5].[C:13]([O:17][C:18]([N:20]1[CH2:25][CH2:24][C:23]2[N:26]([CH3:37])[C:27]([C:30]3[CH:35]=[CH:34][N:33]=[C:32]([NH2:36])[N:31]=3)=[C:28]([I:29])[C:22]=2[C:21]1=[O:38])=[O:19])([CH3:16])([CH3:15])[CH3:14].N1C=CC=CC=1. (4) Given the product [F:1][C:2]1[CH:3]=[C:4]2[C:9](=[C:10]([C:12]([NH:32][S:29]([CH3:28])(=[O:31])=[O:30])=[O:13])[CH:11]=1)[NH:8][CH:7]([C:15]1[CH:20]=[CH:19][CH:18]=[C:17]([N:21]3[CH2:25][CH2:24][CH2:23][CH2:22]3)[CH:16]=1)[CH2:6][C:5]2([CH3:27])[CH3:26], predict the reactants needed to synthesize it. The reactants are: [F:1][C:2]1[CH:3]=[C:4]2[C:9](=[C:10]([C:12](O)=[O:13])[CH:11]=1)[NH:8][CH:7]([C:15]1[CH:20]=[CH:19][CH:18]=[C:17]([N:21]3[CH2:25][CH2:24][CH2:23][CH2:22]3)[CH:16]=1)[CH2:6][C:5]2([CH3:27])[CH3:26].[CH3:28][S:29]([NH2:32])(=[O:31])=[O:30]. (5) Given the product [CH3:3][CH:2]([N:4]1[C:12](/[CH:13]=[CH:14]/[CH:15]([OH:27])[CH2:16][CH:17]([OH:26])[CH2:18][C:19]([O-:21])=[O:20])=[C:11]([C:28]2[CH:29]=[CH:30][C:31]([F:34])=[CH:32][CH:33]=2)[C:10]2[CH:9]=[CH:8][CH:7]=[CH:6][C:5]1=2)[CH3:1].[Na+:36], predict the reactants needed to synthesize it. The reactants are: [CH3:1][CH:2]([N:4]1[C:12]([CH:13]=[CH:14][CH:15]([OH:27])[CH2:16][CH:17]([OH:26])[CH2:18][C:19]([O:21]C(C)(C)C)=[O:20])=[C:11]([C:28]2[CH:33]=[CH:32][C:31]([F:34])=[CH:30][CH:29]=2)[C:10]2[C:5]1=[CH:6][CH:7]=[CH:8][CH:9]=2)[CH3:3].[OH-].[Na+:36].O. (6) Given the product [F:28][C:29]1[CH:34]=[CH:33][C:32]([CH:35]([C:37]2[CH:42]=[CH:41][C:40]([F:43])=[CH:39][CH:38]=2)[NH:36][C:9](=[O:11])[C:8]([C:5]2[CH:4]=[CH:3][C:2]([OH:1])=[CH:7][CH:6]=2)([CH3:13])[CH3:12])=[CH:31][CH:30]=1, predict the reactants needed to synthesize it. The reactants are: [OH:1][C:2]1[CH:7]=[CH:6][C:5]([C:8]([CH3:13])([CH3:12])[C:9]([OH:11])=O)=[CH:4][CH:3]=1.C(Cl)CCl.C1C=CC2N(O)N=NC=2C=1.[F:28][C:29]1[CH:34]=[CH:33][C:32]([CH:35]([C:37]2[CH:42]=[CH:41][C:40]([F:43])=[CH:39][CH:38]=2)[NH2:36])=[CH:31][CH:30]=1. (7) Given the product [C:1]([C:5]1[CH:12]=[CH:11][C:8]([CH2:9][N:13]2[CH2:18][CH2:17][NH:16][CH2:15][CH2:14]2)=[CH:7][CH:6]=1)([CH3:4])([CH3:3])[CH3:2], predict the reactants needed to synthesize it. The reactants are: [C:1]([C:5]1[CH:12]=[CH:11][C:8]([CH2:9]Br)=[CH:7][CH:6]=1)([CH3:4])([CH3:3])[CH3:2].[NH:13]1[CH2:18][CH2:17][NH:16][CH2:15][CH2:14]1.